This data is from Full USPTO retrosynthesis dataset with 1.9M reactions from patents (1976-2016). The task is: Predict the reactants needed to synthesize the given product. Given the product [CH2:24]([O:23][C:20]1[CH:19]=[N:18][C:17]([N:11]2[C:12]([CH3:16])=[CH:13][C:14]([OH:15])=[CH:9][C:10]2=[O:26])=[N:22][CH:21]=1)[CH3:25], predict the reactants needed to synthesize it. The reactants are: S(=O)(=O)(O)O.C([C:9]1[C:10](=[O:26])[N:11]([C:17]2[N:22]=[CH:21][C:20]([O:23][CH2:24][CH3:25])=[CH:19][N:18]=2)[C:12]([CH3:16])=[CH:13][C:14]=1[OH:15])(=O)C.[OH-].[Na+].